This data is from Catalyst prediction with 721,799 reactions and 888 catalyst types from USPTO. The task is: Predict which catalyst facilitates the given reaction. Reactant: CO[C:3]1[CH:4]=[C:5]([CH:8]=[CH:9][C:10]=1[N+:11]([O-])=O)[C:6]#[N:7].[CH:14]1([CH2:19][CH2:20][NH2:21])[CH2:18][CH2:17][CH2:16][CH2:15]1. Product: [NH2:11][C:10]1[CH:9]=[CH:8][C:5]([C:6]#[N:7])=[CH:4][C:3]=1[NH:21][CH2:20][CH2:19][CH:14]1[CH2:18][CH2:17][CH2:16][CH2:15]1. The catalyst class is: 148.